The task is: Regression. Given two drug SMILES strings and cell line genomic features, predict the synergy score measuring deviation from expected non-interaction effect.. This data is from NCI-60 drug combinations with 297,098 pairs across 59 cell lines. (1) Drug 1: C1CCC(CC1)NC(=O)N(CCCl)N=O. Drug 2: CNC(=O)C1=NC=CC(=C1)OC2=CC=C(C=C2)NC(=O)NC3=CC(=C(C=C3)Cl)C(F)(F)F. Cell line: TK-10. Synergy scores: CSS=33.4, Synergy_ZIP=-8.54, Synergy_Bliss=-0.674, Synergy_Loewe=-7.76, Synergy_HSA=-0.611. (2) Drug 1: C1=NC(=NC(=O)N1C2C(C(C(O2)CO)O)O)N. Drug 2: CCN(CC)CCNC(=O)C1=C(NC(=C1C)C=C2C3=C(C=CC(=C3)F)NC2=O)C. Cell line: MALME-3M. Synergy scores: CSS=10.0, Synergy_ZIP=-2.38, Synergy_Bliss=3.15, Synergy_Loewe=-2.77, Synergy_HSA=-0.502. (3) Drug 1: C1CN1P(=S)(N2CC2)N3CC3. Drug 2: CC1C(C(CC(O1)OC2CC(CC3=C2C(=C4C(=C3O)C(=O)C5=C(C4=O)C(=CC=C5)OC)O)(C(=O)CO)O)N)O.Cl. Cell line: RPMI-8226. Synergy scores: CSS=37.9, Synergy_ZIP=-4.41, Synergy_Bliss=-4.30, Synergy_Loewe=-16.0, Synergy_HSA=-2.25. (4) Drug 1: COC1=CC(=CC(=C1O)OC)C2C3C(COC3=O)C(C4=CC5=C(C=C24)OCO5)OC6C(C(C7C(O6)COC(O7)C8=CC=CS8)O)O. Drug 2: CN(CC1=CN=C2C(=N1)C(=NC(=N2)N)N)C3=CC=C(C=C3)C(=O)NC(CCC(=O)O)C(=O)O. Cell line: ACHN. Synergy scores: CSS=78.5, Synergy_ZIP=-2.17, Synergy_Bliss=-1.18, Synergy_Loewe=-1.09, Synergy_HSA=2.79. (5) Drug 1: COC1=CC(=CC(=C1O)OC)C2C3C(COC3=O)C(C4=CC5=C(C=C24)OCO5)OC6C(C(C7C(O6)COC(O7)C8=CC=CS8)O)O. Drug 2: C1=NC(=NC(=O)N1C2C(C(C(O2)CO)O)O)N. Cell line: UACC-257. Synergy scores: CSS=3.10, Synergy_ZIP=-1.96, Synergy_Bliss=-3.06, Synergy_Loewe=-9.73, Synergy_HSA=-7.09. (6) Drug 1: C1CCN(CC1)CCOC2=CC=C(C=C2)C(=O)C3=C(SC4=C3C=CC(=C4)O)C5=CC=C(C=C5)O. Drug 2: CC=C1C(=O)NC(C(=O)OC2CC(=O)NC(C(=O)NC(CSSCCC=C2)C(=O)N1)C(C)C)C(C)C. Cell line: SK-MEL-5. Synergy scores: CSS=34.4, Synergy_ZIP=5.77, Synergy_Bliss=2.98, Synergy_Loewe=-62.0, Synergy_HSA=-3.57. (7) Drug 1: C1=CC(=CC=C1C#N)C(C2=CC=C(C=C2)C#N)N3C=NC=N3. Drug 2: CCC1(CC2CC(C3=C(CCN(C2)C1)C4=CC=CC=C4N3)(C5=C(C=C6C(=C5)C78CCN9C7C(C=CC9)(C(C(C8N6C)(C(=O)OC)O)OC(=O)C)CC)OC)C(=O)OC)O.OS(=O)(=O)O. Cell line: ACHN. Synergy scores: CSS=-5.09, Synergy_ZIP=1.23, Synergy_Bliss=-1.65, Synergy_Loewe=-5.65, Synergy_HSA=-6.12. (8) Drug 1: C1C(C(OC1N2C=C(C(=O)NC2=O)F)CO)O. Drug 2: CCC1(CC2CC(C3=C(CCN(C2)C1)C4=CC=CC=C4N3)(C5=C(C=C6C(=C5)C78CCN9C7C(C=CC9)(C(C(C8N6C=O)(C(=O)OC)O)OC(=O)C)CC)OC)C(=O)OC)O.OS(=O)(=O)O. Cell line: MALME-3M. Synergy scores: CSS=43.6, Synergy_ZIP=-7.03, Synergy_Bliss=-4.02, Synergy_Loewe=-1.68, Synergy_HSA=-0.0166. (9) Drug 1: CCN(CC)CCNC(=O)C1=C(NC(=C1C)C=C2C3=C(C=CC(=C3)F)NC2=O)C. Drug 2: C1C(C(OC1N2C=NC(=NC2=O)N)CO)O. Cell line: UO-31. Synergy scores: CSS=4.64, Synergy_ZIP=-0.101, Synergy_Bliss=1.40, Synergy_Loewe=-5.25, Synergy_HSA=-2.31. (10) Drug 1: CC1OCC2C(O1)C(C(C(O2)OC3C4COC(=O)C4C(C5=CC6=C(C=C35)OCO6)C7=CC(=C(C(=C7)OC)O)OC)O)O. Drug 2: C1=C(C(=O)NC(=O)N1)F. Cell line: IGROV1. Synergy scores: CSS=48.0, Synergy_ZIP=3.85, Synergy_Bliss=3.10, Synergy_Loewe=7.17, Synergy_HSA=8.81.